This data is from Full USPTO retrosynthesis dataset with 1.9M reactions from patents (1976-2016). The task is: Predict the reactants needed to synthesize the given product. (1) Given the product [NH2:5][C:6]1[C:11]([C:12]([C:14]2[CH:15]=[N:16][CH:17]=[CH:18][CH:19]=2)=[O:13])=[CH:10][CH:9]=[CH:8][N:7]=1, predict the reactants needed to synthesize it. The reactants are: CC(C)(C)C([NH:5][C:6]1[C:11]([C:12]([C:14]2[CH:15]=[N:16][CH:17]=[CH:18][CH:19]=2)=[O:13])=[CH:10][CH:9]=[CH:8][N:7]=1)=O.[OH-].[Na+]. (2) Given the product [NH2:6][C:7]1[CH:12]=[CH:11][C:10]([CH2:13][C:14]([NH2:15])=[O:2])=[C:9]([CH3:16])[CH:8]=1, predict the reactants needed to synthesize it. The reactants are: S(=O)(=O)(O)[OH:2].[NH2:6][C:7]1[CH:12]=[CH:11][C:10]([CH2:13][C:14]#[N:15])=[C:9]([CH3:16])[CH:8]=1. (3) Given the product [NH2:12][C:11]1[C:6]2[CH2:7][CH2:8][CH2:9][CH2:10][C:5]=2[Se:1][C:14]=1[C:15]([O:17][CH2:18][CH3:19])=[O:16], predict the reactants needed to synthesize it. The reactants are: [Se-2:1].[Na+].[Na+].Cl[C:5]1[CH2:10][CH2:9][CH2:8][CH2:7][C:6]=1[C:11]#[N:12].Cl[CH2:14][C:15]([O:17][CH2:18][CH3:19])=[O:16].C[O-].[Na+]. (4) Given the product [C:19]([C:16]1[CH:17]=[CH:18][C:13]([NH:12][C:5]2[C:6]3[C:11](=[CH:10][CH:9]=[CH:8][CH:7]=3)[C:2]([C:36](=[O:35])[CH2:37][OH:38])=[CH:3][N:4]=2)=[CH:14][CH:15]=1)([CH3:22])([CH3:21])[CH3:20], predict the reactants needed to synthesize it. The reactants are: Br[C:2]1[C:11]2[C:6](=[CH:7][CH:8]=[CH:9][CH:10]=2)[C:5]([NH:12][C:13]2[CH:18]=[CH:17][C:16]([C:19]([CH3:22])([CH3:21])[CH3:20])=[CH:15][CH:14]=2)=[N:4][CH:3]=1.[Li]CCCC.CCCCCC.C[O:35][C:36](=O)[CH2:37][O:38][Si](C(C)(C)C)(C)C.